From a dataset of Antibody-antigen binding affinity with 493 pairs from SAbDab. Regression. Given the amino acid sequences of an antibody and an antigen, predict their binding affinity value. We predict pKd (pKd = -log10(Kd in M); higher means stronger binding). The antibody sequence is ['QVQLQQPGTELVKPGASVKLSCKASGYTFTGFWIHWVKQRPGQGLEWIGHINPGNGGTNYNEKFKRMATLTVDKSSSTAYMQLSSLTSEDSAVYYCARSYSNYVRAMDYWGQGTSVTVSSAKTTAPSVYPLVPVCGGTTGSSVTLGCLVKGYFPEPVTLTWNSGSLSSGVHTFPALLQSGLYTLSSSVTVTSNTWPSQTITCNVAHPASSTKVDKKIEP', 'EIQMTQTTSSLSASLGDRVTISCRASQDISNFLNWYQQKPDGTVKLLIYYTSTLHSGVPSRFSGSGSGTDYSLTISNLEQEDIATYFCQQGKTLPPTFGGGTKLEIKRADAAPTVSIFPPSSEQLTSGGASVVCFLNNFYPKEINVKWKIDGSERQNGVLDSWTEQDSKDSTYSMSSTLTLTKDEYERHNSYTCEATHKTSTSPIVKSFNRNEC']. The antigen (vascular endothelial growth factor b) has sequence PVSQPDAPGHQRKVVSWIDVYTRATCQPREVVVPLTVELMGTVAKQLVPSCVTVQRCGGCCPDDGLECVPTGQHQVRMQILMIRYPSSQLGEMSLEEHSQCECRPKKKDSAVKPDSPRPLCPRCTQHHQRPDPRTCRCRCRRRSFLRCQGRGLELNPDTCRCRKLRR. The pKd is 9.9.